From a dataset of Catalyst prediction with 721,799 reactions and 888 catalyst types from USPTO. Predict which catalyst facilitates the given reaction. (1) Reactant: [OH:1][CH2:2][CH2:3][N:4]1[CH:8]=[C:7]([CH:9]2[CH2:14][CH2:13][O:12][CH2:11][CH2:10]2)[N:6]=[C:5]1[CH:15]1[CH2:20][CH2:19][N:18]([C:21]([O:23][C:24]([CH3:27])([CH3:26])[CH3:25])=[O:22])[CH2:17][CH2:16]1.C(N(CC)CC)C.[CH3:35][S:36](Cl)(=[O:38])=[O:37]. Product: [CH3:35][S:36]([O:1][CH2:2][CH2:3][N:4]1[CH:8]=[C:7]([CH:9]2[CH2:10][CH2:11][O:12][CH2:13][CH2:14]2)[N:6]=[C:5]1[CH:15]1[CH2:20][CH2:19][N:18]([C:21]([O:23][C:24]([CH3:27])([CH3:26])[CH3:25])=[O:22])[CH2:17][CH2:16]1)(=[O:38])=[O:37]. The catalyst class is: 503. (2) Reactant: [Cl:1][C:2]1[C:7]2[NH:8][CH:9]=[N:10][C:6]=2[CH:5]=[C:4]([Cl:11])[N:3]=1.C1C=CC(P(C2C=CC=CC=2)C2C=CC=CC=2)=CC=1.[F:31][C:32]([F:42])([F:41])[C:33]1[CH:40]=[CH:39][C:36]([CH2:37]O)=[CH:35][CH:34]=1.N(C(OC(C)C)=O)=NC(OC(C)C)=O.C1(C)C=CC(S(O)(=O)=O)=CC=1. Product: [Cl:1][C:2]1[C:7]2[N:8]([CH2:37][C:36]3[CH:35]=[CH:34][C:33]([C:32]([F:31])([F:41])[F:42])=[CH:40][CH:39]=3)[CH:9]=[N:10][C:6]=2[CH:5]=[C:4]([Cl:11])[N:3]=1. The catalyst class is: 49.